Dataset: Catalyst prediction with 721,799 reactions and 888 catalyst types from USPTO. Task: Predict which catalyst facilitates the given reaction. (1) Reactant: [C:1]([O:5][C:6]([NH:8][C:9]1[CH:14]=[CH:13][N:12]([CH2:15][CH2:16][CH:17]([F:28])[CH2:18][N:19]2[CH:23]=[C:22]([C:24]([O:26]C)=[O:25])[N:21]=[N:20]2)[C:11](=[O:29])[N:10]=1)=[O:7])([CH3:4])([CH3:3])[CH3:2].[Li+].[OH-]. Product: [C:1]([O:5][C:6]([NH:8][C:9]1[CH:14]=[CH:13][N:12]([CH2:15][CH2:16][CH:17]([F:28])[CH2:18][N:19]2[CH:23]=[C:22]([C:24]([OH:26])=[O:25])[N:21]=[N:20]2)[C:11](=[O:29])[N:10]=1)=[O:7])([CH3:4])([CH3:2])[CH3:3]. The catalyst class is: 36. (2) Reactant: [Cl:1][S:2]([N:5]=[C:6]=[O:7])(=[O:4])=[O:3].[C:8]([OH:12])([CH3:11])([CH3:10])[CH3:9]. Product: [C:8]([O:12][C:6](=[O:7])[NH:5][S:2]([Cl:1])(=[O:4])=[O:3])([CH3:11])([CH3:10])[CH3:9]. The catalyst class is: 4. (3) Reactant: Cl[C:2]1[N:7]=[C:6]([NH2:8])[N:5]=[C:4]([NH:9][CH3:10])[CH:3]=1.[NH2:11][CH2:12][C:13]1[CH:18]=[CH:17][C:16](B(O)O)=[CH:15][CH:14]=1.C(=O)([O-])[O-].[Na+].[Na+].O1CCOCC1. Product: [NH2:11][CH2:12][C:13]1[CH:18]=[CH:17][C:16]([C:2]2[N:7]=[C:6]([NH2:8])[N:5]=[C:4]([NH:9][CH3:10])[CH:3]=2)=[CH:15][CH:14]=1. The catalyst class is: 103. (4) Reactant: [CH3:1][C:2]([CH3:27])([CH3:26])[CH2:3][N:4]1[C:12]2[C:7](=[N:8][C:9]([C:13]3[CH:14]=[C:15]([CH:20]=[CH:21][C:22]=3[CH3:23])[C:16](OC)=[O:17])=[CH:10][CH:11]=2)[N:6]([CH3:24])[C:5]1=[O:25].[H-].C([Al+]CC(C)C)C(C)C. Product: [CH3:1][C:2]([CH3:27])([CH3:26])[CH2:3][N:4]1[C:12]2[C:7](=[N:8][C:9]([C:13]3[CH:14]=[C:15]([CH2:16][OH:17])[CH:20]=[CH:21][C:22]=3[CH3:23])=[CH:10][CH:11]=2)[N:6]([CH3:24])[C:5]1=[O:25]. The catalyst class is: 1. (5) Reactant: Br[C:2]1[CH:7]=[CH:6][C:5]([CH:8]2[CH2:13][CH2:12][N:11]([C:14](=[O:16])[CH3:15])[CH2:10][CH2:9]2)=[CH:4][CH:3]=1.[CH3:17][C:18]1([CH3:34])[C:22]([CH3:24])([CH3:23])[O:21][B:20]([B:20]2[O:21][C:22]([CH3:24])([CH3:23])[C:18]([CH3:34])([CH3:17])[O:19]2)[O:19]1.N#N. Product: [CH3:17][C:18]1([CH3:34])[C:22]([CH3:24])([CH3:23])[O:21][B:20]([C:2]2[CH:7]=[CH:6][C:5]([CH:8]3[CH2:13][CH2:12][N:11]([C:14](=[O:16])[CH3:15])[CH2:10][CH2:9]3)=[CH:4][CH:3]=2)[O:19]1. The catalyst class is: 75.